Dataset: hERG Central: cardiac toxicity at 1µM, 10µM, and general inhibition. Task: Predict hERG channel inhibition at various concentrations. (1) The molecule is O=C(Nc1nc2n(n1)C(c1ccc(F)cc1)CC(c1ccccc1)N2)c1ccco1. Results: hERG_inhib (hERG inhibition (general)): blocker. (2) The compound is Cc1ccc(C(c2nnnn2Cc2ccccc2)N2CCN(Cc3ccccc3)CC2)cc1. Results: hERG_inhib (hERG inhibition (general)): blocker. (3) The molecule is O=C(NCCN1CCN(c2ccccc2F)CC1)c1cccn2c(=O)c3ccccc3nc12. Results: hERG_inhib (hERG inhibition (general)): blocker. (4) The drug is O=C(NCC1CCCO1)c1ccc(Oc2ccc([N+](=O)[O-])cc2)cc1. Results: hERG_inhib (hERG inhibition (general)): blocker. (5) Results: hERG_inhib (hERG inhibition (general)): blocker. The drug is O=C(c1cc(COc2cccc(C(F)(F)F)c2)on1)N1CCC(Oc2cccnc2)CC1. (6) The compound is O=C(NCc1cccc(Br)c1)C1CC2Cn3c(nc4ccccc43)C2N1Cc1ccccc1. Results: hERG_inhib (hERG inhibition (general)): blocker. (7) The compound is O=C1CC(c2ccco2)CC(O)=C1C=NCCN1CCN(C(=O)Nc2ccc(Cl)cc2)CC1. Results: hERG_inhib (hERG inhibition (general)): blocker. (8) The molecule is C(=C/c1ccccc1)\CSc1nnc(-c2ccccn2)n1Cc1ccco1. Results: hERG_inhib (hERG inhibition (general)): blocker.